This data is from Acute oral toxicity (LD50) regression data from Zhu et al.. The task is: Regression/Classification. Given a drug SMILES string, predict its toxicity properties. Task type varies by dataset: regression for continuous values (e.g., LD50, hERG inhibition percentage) or binary classification for toxic/non-toxic outcomes (e.g., AMES mutagenicity, cardiotoxicity, hepatotoxicity). Dataset: ld50_zhu. (1) The drug is CC(C)CCOC(=O)c1ccccc1O. The rat oral LD50 is 1.80, given as -log10 of the dose in mol/kg body weight (higher means more acutely toxic). (2) The drug is CC=CC=CC(C)=O. The rat oral LD50 is 1.96, given as -log10 of the dose in mol/kg body weight (higher means more acutely toxic). (3) The molecule is CC(C)NP(O)(=S)Oc1cc(Cl)c(Cl)cc1Cl. The rat oral LD50 is 4.03, given as -log10 of the dose in mol/kg body weight (higher means more acutely toxic). (4) The molecule is CN(C)CCC=C1c2ccccc2CCc2ccccc21. The rat oral LD50 is 2.94, given as -log10 of the dose in mol/kg body weight (higher means more acutely toxic). (5) The drug is COC(C)(C)CCCC(C)C(C)O. The rat oral LD50 is 1.62, given as -log10 of the dose in mol/kg body weight (higher means more acutely toxic).